From a dataset of Forward reaction prediction with 1.9M reactions from USPTO patents (1976-2016). Predict the product of the given reaction. (1) Given the reactants CN(C=O)C.P(Cl)(Cl)(Cl)=O.CC1C=CNC=1.C([O-])(=O)C.[Na+].[CH:22]([C:24]1[NH:25][CH:26]=[CH:27][C:28]=1[CH3:29])=[O:23].[CH:30]([C:32]1[NH:33][CH:34]=[C:35]([CH3:37])[CH:36]=1)=[O:31], predict the reaction product. The product is: [CH:22]([C:24]1[NH:25][CH:26]=[CH:27][C:28]=1[CH3:29])=[O:23].[CH:30]([C:32]1[NH:33][CH:34]=[C:35]([CH3:37])[CH:36]=1)=[O:31]. (2) Given the reactants [F:1][C:2]1[CH:3]=[CH:4][C:5]([O:15][C:16]([F:19])([F:18])[F:17])=[C:6]2[C:10]=1[N:9]([CH2:11][CH2:12][O:13][CH3:14])[CH:8]=[CH:7]2.[C:20](O[C:20]([C:22]([F:25])([F:24])[F:23])=[O:21])([C:22]([F:25])([F:24])[F:23])=[O:21], predict the reaction product. The product is: [F:23][C:22]([F:25])([F:24])[C:20]([C:7]1[C:6]2[C:10](=[C:2]([F:1])[CH:3]=[CH:4][C:5]=2[O:15][C:16]([F:19])([F:17])[F:18])[N:9]([CH2:11][CH2:12][O:13][CH3:14])[CH:8]=1)=[O:21]. (3) Given the reactants [Cl:1][C:2]1[C:3]([I:17])=[C:4]2[C:8](=[CH:9][CH:10]=1)[C:7]([OH:16])([C:11](=[NH:15])[O:12]CC)[CH2:6][CH2:5]2.C(N(CC)CC)C.Cl[C:26](Cl)([O:28]C(=O)OC(Cl)(Cl)Cl)Cl, predict the reaction product. The product is: [Cl:1][C:2]1[C:3]([I:17])=[C:4]2[C:8](=[CH:9][CH:10]=1)[C:7]1([O:16][C:26](=[O:28])[NH:12][C:11]1=[O:15])[CH2:6][CH2:5]2. (4) Given the reactants C[O:2][C:3]([C:5]1[CH:10]=[CH:9][C:8]([C:11]2[C:16]([CH3:17])=[CH:15][CH:14]=[CH:13][C:12]=2[CH3:18])=[C:7]([CH3:19])[CH:6]=1)=[O:4].[OH-].[Na+].Cl, predict the reaction product. The product is: [CH3:19][C:7]1[CH:6]=[C:5]([C:3]([OH:4])=[O:2])[CH:10]=[CH:9][C:8]=1[C:11]1[C:16]([CH3:17])=[CH:15][CH:14]=[CH:13][C:12]=1[CH3:18]. (5) Given the reactants FC(F)(F)S(O[C:7]1[CH:12]=[CH:11][C:10]([CH2:13][CH2:14][CH2:15][N:16]2[C:24](=[O:25])[C:23]3[C:18](=[CH:19][CH:20]=[CH:21][CH:22]=3)[C:17]2=[O:26])=[CH:9][CH:8]=1)(=O)=O.C(N(CC)C(C)C)(C)C.[C:38]([Si:40]([CH3:43])([CH3:42])[CH3:41])#[CH:39].O, predict the reaction product. The product is: [CH3:41][Si:40]([C:38]#[C:39][C:7]1[CH:12]=[CH:11][C:10]([CH2:13][CH2:14][CH2:15][N:16]2[C:24](=[O:25])[C:23]3[C:18](=[CH:19][CH:20]=[CH:21][CH:22]=3)[C:17]2=[O:26])=[CH:9][CH:8]=1)([CH3:43])[CH3:42].